From a dataset of Forward reaction prediction with 1.9M reactions from USPTO patents (1976-2016). Predict the product of the given reaction. Given the reactants [CH2:1]([N:8]1[C@@H:13]2[C@H:14]([C:16]([O:18][C:19]([CH3:22])([CH3:21])[CH3:20])=[O:17])[CH2:15][C@@:9]1([C:43]1[CH:48]=[CH:47][CH:46]=[CH:45][CH:44]=1)[C@H:10]([O:23][C@H:24]([C:39](OC)=[O:40])[C:25]1[CH:30]=[C:29]([C:31]([F:34])([F:33])[F:32])[CH:28]=[C:27]([C:35]([F:38])([F:37])[F:36])[CH:26]=1)[CH2:11][CH2:12]2)[C:2]1[CH:7]=[CH:6][CH:5]=[CH:4][CH:3]=1.C(N1[C@@H]2[C@H](C(OC(C)(C)C)=O)C[C@@]1(C1C=CC=CC=1)[C@H](O[C@@H](C(OC)=O)C1C=C(C(F)(F)F)C=C(C(F)(F)F)C=1)CC2)C1C=CC=CC=1.[BH4-].[Na+], predict the reaction product. The product is: [CH2:1]([N:8]1[C@@H:13]2[C@H:14]([C:16]([O:18][C:19]([CH3:21])([CH3:22])[CH3:20])=[O:17])[CH2:15][C@@:9]1([C:43]1[CH:48]=[CH:47][CH:46]=[CH:45][CH:44]=1)[C@H:10]([O:23][C@H:24]([C:25]1[CH:26]=[C:27]([C:35]([F:36])([F:37])[F:38])[CH:28]=[C:29]([C:31]([F:32])([F:33])[F:34])[CH:30]=1)[CH2:39][OH:40])[CH2:11][CH2:12]2)[C:2]1[CH:7]=[CH:6][CH:5]=[CH:4][CH:3]=1.